From a dataset of Experimentally validated miRNA-target interactions with 360,000+ pairs, plus equal number of negative samples. Binary Classification. Given a miRNA mature sequence and a target amino acid sequence, predict their likelihood of interaction. (1) The miRNA is hsa-miR-5009-5p with sequence UUGGACUUUUUCAGAUUUGGGGAU. The protein sequence of the target gene is MEELRCPEAKLAPPEVVIATEAPPPSLVDRYFTRWYKADVKGKPCEDHCILQHSNRICVITLAGSHPVLQSGKAIQRISYQISNNCSRLENKVSGKFKRGAQFLTELAPLCKIYCSDGEEYTISSCVRGRLMEVNENILHQPSLLQEKPSTEGYIAVVLPKFEESKSVTEGLLTQQQYEEVVVKRTNATATTP. Result: 0 (no interaction). (2) The protein sequence of the target gene is MPGFDYKFLEKPKRRLLCPLCGKPMREPVQVSTCGHRFCDTCLQEFLSEGVFKCPEDQLPLDYAKIYPDPELEVQVLGLPIRCIHSEEGCRWSGPLRHLQGHLNTCSFNVIPCPNRCPMKLSRRDLPAHLQHDCPKRRLKCEFCGCDFSGEAYESHEGMCPQESVYCENKCGARMMRRLLAQHATSECPKRTQPCTYCTKEFVFDTIQSHQYQCPRLPVACPNQCGVGTVAREDLPGHLKDSCNTALVLCPFKDSGCKHRCPKLAMARHVEESVKPHLAMMCALVSRQRQELQELRRELE.... The miRNA is hsa-miR-3619-3p with sequence GGGACCAUCCUGCCUGCUGUGG. Result: 0 (no interaction). (3) The miRNA is rno-miR-423-3p with sequence AGCUCGGUCUGAGGCCCCUCAGU. The protein sequence of the target gene is MNLLDPFMKMTDEQEKGLSGAPSPTMSEDSAGSPCPSGSGSDTENTRPQENTFPKGEPDLKKESEEDKFPVCIREAVSQVLKGYDWTLVPMPVRVNGSSKNKPHVKRPMNAFMVWAQAARRKLADQYPHLHNAELSKTLGKLWRLLNESEKRPFVEEAERLRVQHKKDHPDYKYQPRRRKSVKNGQAEAEEATEQTHISPNAIFKALQADSPHSSSGMSEVHSPGEHSGQSQGPPTPPTTPKTDVQAGKVDLKREGRPLAEGGRQPPIDFRDVDIGELSSDVISNIETFDVNEFDQYLPP.... Result: 0 (no interaction). (4) The miRNA is hsa-miR-3973 with sequence ACAAAGUACAGCAUUAGCCUUAG. The protein sequence of the target gene is MNFTPTHTPVCRKRTVVSKRGVAVSGPTKRRGMADSLESTPLPSPEDRLAKLHPSKELLEYYQKKMAECEAENEDLLKKLELYKEACEGQHKLECDLQQREEEIAELQKALSDMQVCLFQEREHVLRLYSENDRLRIRELEDKKKIQNLLALVGTDAGEVTYFCKEPPHKVTILQKTIQAVGECEQSESSAFKADPKISKRRPSRERKESSEHYQRDIQTLILQVEALQAQLGEQTKLSREQIEGLIEDRRIHLEEIQVQHQRNQNKIKELTKNLHHTQELLYESTKDFLQLRSENQNKE.... Result: 1 (interaction). (5) The miRNA is hsa-miR-513c-3p with sequence UAAAUUUCACCUUUCUGAGAAGA. The protein sequence of the target gene is MELRSGSVGSQAVARRMDGDSRDGGGGKDATGSEDYENLPTSASVSTHMTAGAMAGILEHSVMYPVDSVKTRMQSLSPDPKAQYTSIYGALKKIMRTEGFWRPLRGVNVMIMGAGPAHAMYFACYENMKRTLNDVFHHQGNSHLANGIAGSMATLLHDAVMNPAEVVKQRLQMYNSQHRSAISCIRTVWRTEGLGAFYRSYTTQLTMNIPFQSIHFITYEFLQEQVNPHRTYNPQSHIISGGLAGALAAAATTPLDVCKTLLNTQENVALSLANISGRLSGMANAFRTVYQLNGLAGYFK.... Result: 1 (interaction). (6) The miRNA is mmu-miR-329-3p with sequence AACACACCCAGCUAACCUUUUU. The protein sequence of the target gene is MGRPPPCAIQPWILLLLFMGAWAGLTRAQGSKILEGRECIPHSQPWQAALFQGERLICGGVLVGDRWVLTAAHCKKQKYSVRLGDHSLQSRDQPEQEIQVAQSIQHPCYNNSNPEDHSHDIMLIRLQNSANLGDKVKPVQLANLCPKVGQKCIISGWGTVTSPQENFPNTLNCAEVKIYSQNKCERAYPGKITEGMVCAGSSNGADTCQGDSGGPLVCDGMLQGITSWGSDPCGKPEKPGVYTKICRYTTWIKKTMDNRD. Result: 1 (interaction). (7) The miRNA is hsa-miR-8071 with sequence CGGUGGACUGGAGUGGGUGG. The protein sequence of the target gene is MLKRGRGRPGKRRRRVSIETSTCFRPACVKLGAGAGANLRQLASSRRPLRSWWVLYTIIMAAAGAPDGMEEPGMDTEAEAVATEAPARPLNCVEAEAAVGAAAEDSCDARGNLQPAPAQPPGDPAAQASVSNGEDAGGGVGKELVDLKIIWNKTKHDVKVPLDSTGSELKQKIHSITGLPPAMQKVMYKGLVPEDKTLREIKVTSGAKIMVVGSTINDVLAVNTPKDAAQQDAKAEENKKEPLCRQKQHRKVLDKGKPEDVMPSVKGAQERLPTVPLSGMYNKSGGKVRLTFKLEQDQLW.... Result: 0 (no interaction).